This data is from Reaction yield outcomes from USPTO patents with 853,638 reactions. The task is: Predict the reaction yield, written as a fraction of the theoretical maximum amount of product (1.0 means a 100% yield; for example, 0.34 means a 34% yield). (1) The reactants are [CH:1]1([O:6][C:7]2[CH:12]=[CH:11][C:10]([N+:13]([O-])=O)=[CH:9][N:8]=2)[CH2:5][CH2:4][CH2:3][CH2:2]1. The catalyst is CO.[Pd]. The product is [CH:1]1([O:6][C:7]2[N:8]=[CH:9][C:10]([NH2:13])=[CH:11][CH:12]=2)[CH2:2][CH2:3][CH2:4][CH2:5]1. The yield is 0.940. (2) The product is [Cl:1][C:2]1[CH:3]=[CH:4][C:5]2[N:6]=[CH:7][N:8]=[C:9]([NH:25][CH:22]3[CH2:23][CH2:24][O:19][CH2:20][CH2:21]3)[C:10]=2[N:11]=1. The catalyst is O1CCOCC1. The reactants are [Cl:1][C:2]1[CH:3]=[CH:4][C:5]2[N:6]=[CH:7][N:8]=[C:9](OC3CCOCC3)[C:10]=2[N:11]=1.[O:19]1[CH2:24][CH2:23][CH:22]([NH2:25])[CH2:21][CH2:20]1.CC(C)([O-])C.[Na+]. The yield is 0.410. (3) The reactants are [CH2:1]([O:3][C:4](=[O:22])[CH2:5][C:6]1[N:7]([C:15]([O:17][C:18]([CH3:21])([CH3:20])[CH3:19])=[O:16])[C:8]2[C:13]([CH:14]=1)=[CH:12][CH:11]=[CH:10][CH:9]=2)[CH3:2].[CH3:23][Si](C)(C)N[Si](C)(C)C.[K].CI. The catalyst is C1COCC1. The product is [CH2:1]([O:3][C:4](=[O:22])[CH:5]([C:6]1[N:7]([C:15]([O:17][C:18]([CH3:21])([CH3:20])[CH3:19])=[O:16])[C:8]2[C:13]([CH:14]=1)=[CH:12][CH:11]=[CH:10][CH:9]=2)[CH3:23])[CH3:2]. The yield is 0.880. (4) The reactants are [Cl:1][C:2]1[CH:7]=[CH:6][CH:5]=[C:4]([Cl:8])[C:3]=1[N:9]1[C:13]([CH2:14][O:15][C:16]2[CH:21]=[CH:20][C:19]([C:22](=[O:24])[CH3:23])=[C:18]([CH3:25])[CH:17]=2)=[C:12]([CH:26]([CH3:28])[CH3:27])[N:11]=[N:10]1.[BH4-].[Na+]. The catalyst is C1COCC1.CO. The product is [Cl:1][C:2]1[CH:7]=[CH:6][CH:5]=[C:4]([Cl:8])[C:3]=1[N:9]1[C:13]([CH2:14][O:15][C:16]2[CH:21]=[CH:20][C:19]([CH:22]([OH:24])[CH3:23])=[C:18]([CH3:25])[CH:17]=2)=[C:12]([CH:26]([CH3:28])[CH3:27])[N:11]=[N:10]1. The yield is 0.940. (5) The reactants are C([Zn][CH2:4][CH3:5])C.[CH2:6]([O:8][C:9]([C:11]1[S:12][C:13](SC)=[C:14]([C:23]#[N:24])[C:15]=1[C:16]1[CH:21]=[CH:20][C:19]([I:22])=[CH:18][CH:17]=1)=[O:10])[CH3:7]. The catalyst is C1COCC1.[Ni](Cl)Cl.C1(P(C2C=CC=CC=2)CCCP(C2C=CC=CC=2)C2C=CC=CC=2)C=CC=CC=1. The product is [CH2:6]([O:8][C:9]([C:11]1[S:12][C:13]([CH2:4][CH3:5])=[C:14]([C:23]#[N:24])[C:15]=1[C:16]1[CH:21]=[CH:20][C:19]([I:22])=[CH:18][CH:17]=1)=[O:10])[CH3:7]. The yield is 0.600. (6) The reactants are [Li+].C[Si]([N-][Si](C)(C)C)(C)C.[CH:11]1[C:20]2[C:15](=[CH:16][CH:17]=[CH:18][CH:19]=2)[CH:14]=[CH:13][CH:12]=1.[CH3:21][NH:22][CH3:23].[CH2:24]1[CH2:28][O:27][CH2:26][CH2:25]1. The catalyst is CC(OC1C=CC=C(OC(C)C)C=1C1C(P(C2CCCCC2)C2CCCCC2)=CC=CC=1)C.CC(OC)(C)C.C1C=[C-]C(CCN)=CC=1.Cl[Pd+]. The product is [CH3:21][N:22]([CH3:23])[C:20]1[CH:19]=[CH:18][CH:17]=[C:16]2[C:15]=1[CH:14]=[C:13]1[CH2:12][CH2:11][C:26](=[O:27])[C:25]1=[C:24]2[C:28]1[CH:19]=[CH:20][CH:11]=[CH:12][CH:13]=1. The yield is 0.480.